The task is: Predict the reactants needed to synthesize the given product.. This data is from Full USPTO retrosynthesis dataset with 1.9M reactions from patents (1976-2016). Given the product [F:1][C:2]1[C:10]2[S:9][C:8](=[N:11][C:12](=[O:23])[C:13]3[CH:18]=[CH:17][CH:16]=[C:15]([C:19]([F:20])([F:22])[F:21])[CH:14]=3)[N:7]([CH:27]([CH3:33])[C:28]([OH:30])=[O:29])[C:6]=2[CH:5]=[CH:4][C:3]=1[O:24][CH3:25], predict the reactants needed to synthesize it. The reactants are: [F:1][C:2]1[C:10]2[S:9][C:8](=[N:11][C:12](=[O:23])[C:13]3[CH:18]=[CH:17][CH:16]=[C:15]([C:19]([F:22])([F:21])[F:20])[CH:14]=3)[NH:7][C:6]=2[CH:5]=[CH:4][C:3]=1[O:24][CH3:25].Br[CH:27]([CH3:33])[C:28]([O:30]CC)=[O:29].ClC1C=CC2NC(=NC(=O)C3C=CC=C(C(F)(F)F)C=3)SC=2C=1F.BrCC(OCC)=O.